Dataset: Forward reaction prediction with 1.9M reactions from USPTO patents (1976-2016). Task: Predict the product of the given reaction. (1) Given the reactants [F:1][CH:2]([F:23])[O:3][C:4]1[CH:9]=[CH:8][C:7]([C:10](=[O:19])[C:11]([C:13]2[CH:18]=[CH:17][CH:16]=[CH:15][CH:14]=2)=[O:12])=[CH:6][C:5]=1[CH2:20][CH2:21]O.C1(P(C2C=CC=CC=2)C2C=CC=CC=2)C=CC=CC=1.C(Cl)(Cl)(Cl)[Cl:44], predict the reaction product. The product is: [Cl:44][CH2:21][CH2:20][C:5]1[CH:6]=[C:7]([C:10](=[O:19])[C:11]([C:13]2[CH:18]=[CH:17][CH:16]=[CH:15][CH:14]=2)=[O:12])[CH:8]=[CH:9][C:4]=1[O:3][CH:2]([F:23])[F:1]. (2) Given the reactants [Cl-].O[NH3+:3].[C:4](=[O:7])([O-])[OH:5].[Na+].CS(C)=O.[Si]([O:20][CH:21]([C:23]1[CH:57]=[CH:56][C:26]([CH2:27][N:28]2[C:33](=[O:34])[C:32]([CH2:35][C:36]3[CH:41]=[CH:40][C:39]([C:42]4[C:43]([C:48]#[N:49])=[CH:44][CH:45]=[CH:46][CH:47]=4)=[CH:38][CH:37]=3)=[C:31]([CH2:50][CH2:51][CH3:52])[N:30]3[N:53]=[CH:54][N:55]=[C:29]23)=[CH:25][CH:24]=1)[CH3:22])(C(C)(C)C)(C)C, predict the reaction product. The product is: [OH:20][CH:21]([C:23]1[CH:57]=[CH:56][C:26]([CH2:27][N:28]2[C:33](=[O:34])[C:32]([CH2:35][C:36]3[CH:41]=[CH:40][C:39]([C:42]4[CH:47]=[CH:46][CH:45]=[CH:44][C:43]=4[C:48]4[NH:49][C:4](=[O:7])[O:5][N:3]=4)=[CH:38][CH:37]=3)=[C:31]([CH2:50][CH2:51][CH3:52])[N:30]3[N:53]=[CH:54][N:55]=[C:29]23)=[CH:25][CH:24]=1)[CH3:22]. (3) Given the reactants [Mg].[C:2]12([CH3:8])[C:8]([CH3:7])([CH3:4])[CH:2]([CH2:3][CH2:7]1)[CH2:4][CH2+:3]2[CH2:4][CH2:3][CH:2]([CH3:8])[CH3:7].II.C(=O)=O.CC(C)=O.[OH:26][C:27]1[CH:40]=[C:39]2[C:30]([C@@H:31]3[C@@:36]([CH3:41])([CH2:37][CH2:38]2)[CH:35]=[CH:34][C:33](=[O:42])[CH2:32]3)=[CH:29][CH:28]=1, predict the reaction product. The product is: [OH:26][C:27]1[CH:40]=[C:39]2[C:30]([C@@H:31]3[C@@:36]([CH3:41])([CH2:37][CH2:38]2)[C@@H:35]([CH2:4][CH2:3][CH:2]([CH3:8])[CH3:7])[CH2:34][C:33](=[O:42])[CH2:32]3)=[CH:29][CH:28]=1. (4) Given the reactants [CH:1]1([S:4]([C:7]2[CH:12]=[CH:11][C:10]([CH:13]([CH2:18][CH:19]3[CH2:24][CH2:23][O:22][CH2:21][CH2:20]3)[C:14](=[O:17])[CH:15]=[CH2:16])=[CH:9][CH:8]=2)(=[O:6])=[O:5])[CH2:3][CH2:2]1.[OH:25][CH:26]([C:31]1[S:35][C:34]([CH:36]=[O:37])=[N:33][CH:32]=1)[C:27]([OH:30])([CH3:29])[CH3:28].C(N(CC)CC)C.O1CCCC1, predict the reaction product. The product is: [CH:1]1([S:4]([C:7]2[CH:8]=[CH:9][C:10]([CH:13]([CH2:18][CH:19]3[CH2:24][CH2:23][O:22][CH2:21][CH2:20]3)[C:14](=[O:17])[CH2:15][CH2:16][C:36]([C:34]3[S:35][C:31]([CH:26]([OH:25])[C:27]([OH:30])([CH3:28])[CH3:29])=[CH:32][N:33]=3)=[O:37])=[CH:11][CH:12]=2)(=[O:6])=[O:5])[CH2:3][CH2:2]1. (5) Given the reactants C([O:3][C:4](=[O:35])[CH2:5][CH2:6][C:7]1[C:12]([CH3:13])=[CH:11][C:10]([CH2:14][CH2:15][C:16]([C:18]2[S:19][C:20]([C:29]([F:32])([F:31])[F:30])=[C:21]3[CH2:26][C:25]([CH3:28])([CH3:27])[CH2:24][CH2:23][C:22]=23)=[O:17])=[CH:9][C:8]=1[CH2:33][CH3:34])C, predict the reaction product. The product is: [CH3:28][C:25]1([CH3:27])[CH2:24][CH2:23][C:22]2=[C:18]([C:16](=[O:17])[CH2:15][CH2:14][C:10]3[CH:11]=[C:12]([CH3:13])[C:7]([CH2:6][CH2:5][C:4]([OH:35])=[O:3])=[C:8]([CH2:33][CH3:34])[CH:9]=3)[S:19][C:20]([C:29]([F:32])([F:30])[F:31])=[C:21]2[CH2:26]1. (6) Given the reactants [NH2:1][C:2]1[C:3]([C:15]([NH2:17])=[O:16])=[N:4][C:5]([C:8]2[CH:13]=[CH:12][C:11]([F:14])=[CH:10][CH:9]=2)=[CH:6][CH:7]=1.[C:18](OCC)(OCC)(OCC)[CH3:19], predict the reaction product. The product is: [CH3:18][C:19]1[NH:17][C:15](=[O:16])[C:3]2[N:4]=[C:5]([C:8]3[CH:9]=[CH:10][C:11]([F:14])=[CH:12][CH:13]=3)[CH:6]=[CH:7][C:2]=2[N:1]=1.